From a dataset of Reaction yield outcomes from USPTO patents with 853,638 reactions. Predict the reaction yield, written as a fraction of the theoretical maximum amount of product (1.0 means a 100% yield; for example, 0.34 means a 34% yield). (1) The reactants are I[C:2]1[C:7]([O:8][C:9]2[C:18]3[C:13](=[CH:14][C:15]([O:21][CH3:22])=[C:16]([O:19][CH3:20])[CH:17]=3)[N:12]=[CH:11][CH:10]=2)=[CH:6][CH:5]=[C:4]([CH3:23])[N:3]=1.[F:24][C:25]1[CH:30]=[CH:29][C:28](B(O)O)=[CH:27][CH:26]=1.C(=O)([O-])O.[Na+]. The catalyst is C1(C)C=CC=CC=1. The product is [F:24][C:25]1[CH:30]=[CH:29][C:28]([C:2]2[C:7]([O:8][C:9]3[C:18]4[C:13](=[CH:14][C:15]([O:21][CH3:22])=[C:16]([O:19][CH3:20])[CH:17]=4)[N:12]=[CH:11][CH:10]=3)=[CH:6][CH:5]=[C:4]([CH3:23])[N:3]=2)=[CH:27][CH:26]=1. The yield is 0.820. (2) The product is [C:1]([O:5][C:6](=[O:7])[NH:8][CH:9]1[C:27](=[O:28])[N:26]2[CH:22]([CH2:23][CH:24]([O:29][C:30]3[C:39]4[C:34](=[CH:35][CH:36]=[CH:37][CH:38]=4)[CH:33]=[CH:32][N:31]=3)[CH2:25]2)[C:21](=[O:40])[NH:20][C:19]2([C:41]([NH:50][S:47]([CH:44]3[CH2:46][CH2:45]3)(=[O:49])=[O:48])=[O:42])[CH:17]([CH2:18]2)[CH:16]=[CH:15][CH2:14][CH2:13][CH2:12][CH2:11][CH2:10]1)([CH3:2])([CH3:3])[CH3:4]. The catalyst is CO.C(Cl)Cl. The reactants are [C:1]([O:5][C:6]([NH:8][CH:9]1[C:27](=[O:28])[N:26]2[CH:22]([CH2:23][CH:24]([O:29][C:30]3[C:39]4[C:34](=[CH:35][CH:36]=[CH:37][CH:38]=4)[CH:33]=[CH:32][N:31]=3)[CH2:25]2)[C:21](=[O:40])[NH:20][C:19]2([C:41](O)=[O:42])[CH:17]([CH2:18]2)[CH:16]=[CH:15][CH2:14][CH2:13][CH2:12][CH2:11][CH2:10]1)=[O:7])([CH3:4])([CH3:3])[CH3:2].[CH:44]1([S:47]([NH2:50])(=[O:49])=[O:48])[CH2:46][CH2:45]1. The yield is 0.530. (3) The reactants are [CH3:1][C:2]1[N:7]=[C:6]([C:8]([C:10]2[S:14][C:13]([NH2:15])=[N:12][C:11]=2[C:16]2[O:17][CH:18]=[CH:19][CH:20]=2)=[O:9])[CH:5]=[CH:4][CH:3]=1.C(N(CC)CC)C.Br[CH2:29][C:30](Br)=[O:31].[NH:33]1[CH2:38][CH2:37][O:36][CH2:35][CH2:34]1. The catalyst is C1COCC1.O. The product is [O:17]1[CH:18]=[CH:19][CH:20]=[C:16]1[C:11]1[N:12]=[C:13]([NH:15][C:30](=[O:31])[CH2:29][N:33]2[CH2:38][CH2:37][O:36][CH2:35][CH2:34]2)[S:14][C:10]=1[C:8]([C:6]1[CH:5]=[CH:4][CH:3]=[C:2]([CH3:1])[N:7]=1)=[O:9]. The yield is 0.690. (4) The reactants are [CH3:1][N:2]([S:31]([C:34]1[CH:39]=[CH:38][CH:37]=[CH:36][N:35]=1)(=[O:33])=[O:32])[C:3]1[CH:4]=[C:5]([O:24][CH2:25][C:26]([O:28]CC)=[O:27])[CH:6]=[C:7]2[C:11]=1[NH:10][C:9]([C:12]1[S:13][CH:14]([CH2:17][N:18]3[CH2:23][CH2:22][S:21][CH2:20][CH2:19]3)[CH2:15][N:16]=1)=[CH:8]2.[OH-].[Na+]. The catalyst is O1CCCC1.C(O)C. The product is [CH3:1][N:2]([S:31]([C:34]1[CH:39]=[CH:38][CH:37]=[CH:36][N:35]=1)(=[O:33])=[O:32])[C:3]1[CH:4]=[C:5]([O:24][CH2:25][C:26]([OH:28])=[O:27])[CH:6]=[C:7]2[C:11]=1[NH:10][C:9]([C:12]1[S:13][CH:14]([CH2:17][N:18]3[CH2:23][CH2:22][S:21][CH2:20][CH2:19]3)[CH2:15][N:16]=1)=[CH:8]2. The yield is 0.530. (5) The reactants are [CH3:1][N:2]([CH3:18])[C:3]1[N:4]=[CH:5][C:6]2[N:11]=[C:10]([N:12]=[C:13](SC)SC)[S:9][C:7]=2[N:8]=1.Cl.Cl.[NH2:21][CH2:22][C@@:23]1([OH:31])[CH:28]2[CH2:29][CH2:30][N:25]([CH2:26][CH2:27]2)[CH2:24]1.C(=O)([O-])[O-].[Cs+].[Cs+].O. The catalyst is CN(C=O)C. The product is [CH3:1][N:2]([CH3:18])[C:3]1[N:4]=[CH:5][C:6]2[N:11]=[C:10]([NH:12][C:13]3[O:31][C@:23]4([CH2:22][N:21]=3)[CH:28]3[CH2:29][CH2:30][N:25]([CH2:26][CH2:27]3)[CH2:24]4)[S:9][C:7]=2[N:8]=1. The yield is 0.710. (6) The reactants are FC(F)(F)S(O[C:7]1[CH:8]=[CH:9][CH:10]=[C:11]2[C:16]=1[N:15]=[C:14]([C:17]1[N:21]3[CH:22]=[CH:23][C:24]([O:26][CH2:27][CH2:28][O:29][CH3:30])=[CH:25][C:20]3=[N:19][N:18]=1)[CH:13]=[CH:12]2)(=O)=O.[N:33]1([C:39]([O:41][C:42]([CH3:45])([CH3:44])[CH3:43])=[O:40])[CH2:38][CH2:37][NH:36][CH2:35][CH2:34]1.C([O-])([O-])=O.[Cs+].[Cs+]. The product is [CH3:30][O:29][CH2:28][CH2:27][O:26][C:24]1[CH:23]=[CH:22][N:21]2[C:17]([C:14]3[CH:13]=[CH:12][C:11]4[C:16](=[C:7]([N:36]5[CH2:35][CH2:34][N:33]([C:39]([O:41][C:42]([CH3:45])([CH3:44])[CH3:43])=[O:40])[CH2:38][CH2:37]5)[CH:8]=[CH:9][CH:10]=4)[N:15]=3)=[N:18][N:19]=[C:20]2[CH:25]=1. The catalyst is C1(C)C=CC=CC=1.C1C=CC(/C=C/C(/C=C/C2C=CC=CC=2)=O)=CC=1.C1C=CC(/C=C/C(/C=C/C2C=CC=CC=2)=O)=CC=1.C1C=CC(/C=C/C(/C=C/C2C=CC=CC=2)=O)=CC=1.[Pd].[Pd]. The yield is 0.760. (7) The reactants are [CH2:1]([C:3]([C:21]1[S:25][C:24]([C:26](O)=[O:27])=[C:23]([CH3:29])[CH:22]=1)([C:6]1[CH:11]=[CH:10][C:9]([O:12][CH2:13][CH:14]([OH:19])[C:15]([CH3:18])([CH3:17])[CH3:16])=[C:8]([CH3:20])[CH:7]=1)[CH2:4][CH3:5])[CH3:2].Cl.[CH2:31]([O:33][C:34](=[O:39])[C:35]([NH2:38])([CH3:37])[CH3:36])C. No catalyst specified. The product is [CH3:31][O:33][C:34](=[O:39])[C:35]([NH:38][C:26]([C:24]1[S:25][C:21]([C:3]([CH2:4][CH3:5])([C:6]2[CH:11]=[CH:10][C:9]([O:12][CH2:13][CH:14]([OH:19])[C:15]([CH3:18])([CH3:17])[CH3:16])=[C:8]([CH3:20])[CH:7]=2)[CH2:1][CH3:2])=[CH:22][C:23]=1[CH3:29])=[O:27])([CH3:37])[CH3:36]. The yield is 0.710. (8) The reactants are [CH3:1][N:2]([CH3:11])[C:3]1[CH:10]=[CH:9][C:6]([CH:7]=[O:8])=[CH:5][CH:4]=1.[Br-:12].[Br-].[Br-].[NH+]1C=CC=CC=1.[NH+]1C=CC=CC=1.[NH+]1C=CC=CC=1. The catalyst is ClCCl. The product is [Br:12][C:4]1[CH:5]=[C:6]([CH:9]=[CH:10][C:3]=1[N:2]([CH3:11])[CH3:1])[CH:7]=[O:8]. The yield is 0.920. (9) The reactants are [CH3:1][C:2]1[N:3]=[C:4]2[CH:9]=[CH:8][C:7]([CH:10]=C)=[CH:6][N:5]2[C:12]=1[C:13]1[S:14][C:15]([C:24]2[N:28]=[CH:27][N:26]([CH:29]3[CH2:34][CH2:33][CH2:32][CH2:31][O:30]3)[N:25]=2)=[C:16]([C:18]2[CH:23]=[CH:22][CH:21]=[CH:20][CH:19]=2)[N:17]=1.[O:35]1CCCC1.I([O-])(=O)(=O)=O.[Na+]. The catalyst is O.[Os](=O)(=O)(=O)=O. The product is [CH3:1][C:2]1[N:3]=[C:4]2[CH:9]=[CH:8][C:7]([CH:10]=[O:35])=[CH:6][N:5]2[C:12]=1[C:13]1[S:14][C:15]([C:24]2[N:28]=[CH:27][N:26]([CH:29]3[CH2:34][CH2:33][CH2:32][CH2:31][O:30]3)[N:25]=2)=[C:16]([C:18]2[CH:23]=[CH:22][CH:21]=[CH:20][CH:19]=2)[N:17]=1. The yield is 0.240. (10) The reactants are C[O:2][C:3]([C:5]1[C:6]([C:14]2[CH:19]=[CH:18][CH:17]=[CH:16][C:15]=2[N+:20]([O-:22])=[O:21])=[CH:7][CH:8]=[C:9]([C:11](=[S:13])[NH2:12])[CH:10]=1)=[O:4].Br[CH2:24][C:25]([C:27]1[CH:36]=[CH:35][C:30]2[O:31][CH2:32][CH2:33][O:34][C:29]=2[CH:28]=1)=O. No catalyst specified. The product is [O:31]1[C:30]2[CH:35]=[CH:36][C:27]([C:25]3[N:12]=[C:11]([C:9]4[CH:10]=[C:5]([C:3]([OH:2])=[O:4])[C:6]([C:14]5[CH:19]=[CH:18][CH:17]=[CH:16][C:15]=5[N+:20]([O-:22])=[O:21])=[CH:7][CH:8]=4)[S:13][CH:24]=3)=[CH:28][C:29]=2[O:34][CH2:33][CH2:32]1. The yield is 0.710.